Dataset: Forward reaction prediction with 1.9M reactions from USPTO patents (1976-2016). Task: Predict the product of the given reaction. Given the reactants [F:1][C:2]1[CH:7]=[CH:6][C:5]([C:8]2([CH2:14][O:15][CH:16]([C:18]3[C:26]4[C:22](=[CH:23][NH:24][N:25]=4)[CH:21]=[C:20]([N:27]([CH3:29])[CH3:28])[CH:19]=3)[CH3:17])[CH2:13][CH2:12][NH:11][CH2:10][CH2:9]2)=[CH:4][CH:3]=1.[C:30](O[C:30]([O:32][C:33]([CH3:36])([CH3:35])[CH3:34])=[O:31])([O:32][C:33]([CH3:36])([CH3:35])[CH3:34])=[O:31], predict the reaction product. The product is: [CH3:29][N:27]([CH3:28])[C:20]1[CH:21]=[C:22]2[C:26](=[C:18]([CH:16]([O:15][CH2:14][C:8]3([C:5]4[CH:6]=[CH:7][C:2]([F:1])=[CH:3][CH:4]=4)[CH2:13][CH2:12][N:11]([C:30]([O:32][C:33]([CH3:36])([CH3:35])[CH3:34])=[O:31])[CH2:10][CH2:9]3)[CH3:17])[CH:19]=1)[NH:25][N:24]=[CH:23]2.